This data is from Reaction yield outcomes from USPTO patents with 853,638 reactions. The task is: Predict the reaction yield, written as a fraction of the theoretical maximum amount of product (1.0 means a 100% yield; for example, 0.34 means a 34% yield). The reactants are [Cl:1][C:2]1[N:11]=[C:10](Cl)[C:9]2[C:4](=[CH:5][C:6]([O:13][CH3:14])=[CH:7][CH:8]=2)[N:3]=1.C1C[O:18]CC1. The catalyst is [OH-].[Na+].O. The product is [Cl:1][C:2]1[N:11]=[C:10]([OH:18])[C:9]2[C:4](=[CH:5][C:6]([O:13][CH3:14])=[CH:7][CH:8]=2)[N:3]=1. The yield is 0.630.